Dataset: Forward reaction prediction with 1.9M reactions from USPTO patents (1976-2016). Task: Predict the product of the given reaction. (1) Given the reactants [CH:1](NC(C)C)(C)C.[CH3:8][N:9]1[CH2:14][C:13]([N+:21]([O-:23])=[O:22])([C:15]2[CH:20]=[CH:19][CH:18]=[CH:17][CH:16]=2)[CH2:12][CH2:11][C:10]1=[O:24].CI, predict the reaction product. The product is: [CH3:8][N:9]1[CH2:14][C:13]([N+:21]([O-:23])=[O:22])([C:15]2[CH:20]=[CH:19][CH:18]=[CH:17][CH:16]=2)[CH2:12][CH:11]([CH3:1])[C:10]1=[O:24]. (2) Given the reactants [CH2:1]([NH:4][C:5]1[CH:14]=[CH:13][C:8]([C:9]([O:11]C)=[O:10])=[CH:7][CH:6]=1)[CH2:2][CH3:3].O.[OH-].[Na+], predict the reaction product. The product is: [CH2:1]([NH:4][C:5]1[CH:14]=[CH:13][C:8]([C:9]([OH:11])=[O:10])=[CH:7][CH:6]=1)[CH2:2][CH3:3]. (3) Given the reactants [NH2:1][C:2]1[C:7]([S:8]([N:11]2[CH2:15][CH2:14][C@@H:13]([NH:16]C(=O)OC(C)(C)C)[CH2:12]2)(=[O:10])=[O:9])=[CH:6][C:5](Br)=[CH:4][N:3]=1.[CH3:25][C:26]1([CH3:51])[C:35]([CH3:36])=[CH:34][C:33]2[N:32]=[CH:31][N:30]=[C:29]([N:37]3[CH2:43][C:42]4[CH:44]=[C:45](B(O)O)[CH:46]=[CH:47][C:41]=4[O:40][CH2:39][CH2:38]3)[C:28]=2[CH2:27]1, predict the reaction product. The product is: [NH2:16][C@@H:13]1[CH2:14][CH2:15][N:11]([S:8]([C:7]2[C:2]([NH2:1])=[N:3][CH:4]=[C:5]([C:45]3[CH:46]=[CH:47][C:41]4[O:40][CH2:39][CH2:38][N:37]([C:29]5[C:28]6[CH2:27][C:26]([CH3:25])([CH3:51])[C:35]([CH3:36])=[CH:34][C:33]=6[N:32]=[CH:31][N:30]=5)[CH2:43][C:42]=4[CH:44]=3)[CH:6]=2)(=[O:9])=[O:10])[CH2:12]1. (4) Given the reactants [OH:1][C:2]1[C:7]([C:8](=[O:10])[CH3:9])=[CH:6][CH:5]=[C:4]([OH:11])[C:3]=1[C:12]1[CH:17]=[CH:16][CH:15]=[CH:14][CH:13]=1.IC[C:20]1[CH:25]=C[C:23]([CH:26](OC2CCCCO2)[C:27]2[CH:28]=[C:29]([CH:32]=[CH:33][CH:34]=2)[C:30]#[N:31])=[CH:22][CH:21]=1.[C:42](=[O:45])([O-])[O-].[K+].[K+].[Cl-].[NH4+].[CH3:50]C(C)=O, predict the reaction product. The product is: [C:8]([C:7]1[CH:6]=[CH:5][C:4]([O:11][CH2:50][C:21]2[CH:20]=[CH:25][C:26]([C:27]3[C:28]([CH2:42][OH:45])=[C:29]([CH:32]=[CH:33][CH:34]=3)[C:30]#[N:31])=[CH:23][CH:22]=2)=[C:3]([C:12]2[CH:13]=[CH:14][CH:15]=[CH:16][CH:17]=2)[C:2]=1[OH:1])(=[O:10])[CH3:9]. (5) Given the reactants [F:1][C:2]1[CH:7]=[CH:6][C:5]([N:8]2[C:12]([C:13](OCC)=[O:14])=[CH:11][N:10]=[CH:9]2)=[CH:4][CH:3]=1.[H-].C([Al+]CC(C)C)C(C)C.O.O.O.O.O.O.O.O.O.O.S([O-])([O-])(=O)=O.[Na+].[Na+], predict the reaction product. The product is: [F:1][C:2]1[CH:3]=[CH:4][C:5]([N:8]2[C:12]([CH2:13][OH:14])=[CH:11][N:10]=[CH:9]2)=[CH:6][CH:7]=1. (6) Given the reactants [CH:1]1([NH2:4])[CH2:3][CH2:2]1.C(N(CC)CC)C.[Cl-].ClC1N(C)CC[NH+]1C.[CH3:21][O:22][C:23]1[C:24](=[O:51])[C:25]([CH3:50])=[C:26]([CH2:32][C:33]2[CH:34]=[CH:35][C:36]([O:42][CH2:43][C:44]3[CH:45]=[N:46][CH:47]=[CH:48][CH:49]=3)=[C:37]([CH:41]=2)[C:38](O)=[O:39])[C:27](=[O:31])[C:28]=1[O:29][CH3:30], predict the reaction product. The product is: [CH:1]1([NH:4][C:38](=[O:39])[C:37]2[CH:41]=[C:33]([CH2:32][C:26]3[C:27](=[O:31])[C:28]([O:29][CH3:30])=[C:23]([O:22][CH3:21])[C:24](=[O:51])[C:25]=3[CH3:50])[CH:34]=[CH:35][C:36]=2[O:42][CH2:43][C:44]2[CH:45]=[N:46][CH:47]=[CH:48][CH:49]=2)[CH2:3][CH2:2]1.